Dataset: NCI-60 drug combinations with 297,098 pairs across 59 cell lines. Task: Regression. Given two drug SMILES strings and cell line genomic features, predict the synergy score measuring deviation from expected non-interaction effect. (1) Drug 1: C1=CC(=CC=C1C#N)C(C2=CC=C(C=C2)C#N)N3C=NC=N3. Drug 2: C1=CC=C(C=C1)NC(=O)CCCCCCC(=O)NO. Cell line: OVCAR-5. Synergy scores: CSS=11.9, Synergy_ZIP=-4.35, Synergy_Bliss=4.28, Synergy_Loewe=-16.3, Synergy_HSA=-10.0. (2) Drug 1: CN(CC1=CN=C2C(=N1)C(=NC(=N2)N)N)C3=CC=C(C=C3)C(=O)NC(CCC(=O)O)C(=O)O. Drug 2: C1C(C(OC1N2C=NC3=C2NC=NCC3O)CO)O. Cell line: T-47D. Synergy scores: CSS=1.89, Synergy_ZIP=-1.35, Synergy_Bliss=-2.99, Synergy_Loewe=2.12, Synergy_HSA=-2.03. (3) Drug 1: CC1CCC2CC(C(=CC=CC=CC(CC(C(=O)C(C(C(=CC(C(=O)CC(OC(=O)C3CCCCN3C(=O)C(=O)C1(O2)O)C(C)CC4CCC(C(C4)OC)O)C)C)O)OC)C)C)C)OC. Drug 2: CCC1(CC2CC(C3=C(CCN(C2)C1)C4=CC=CC=C4N3)(C5=C(C=C6C(=C5)C78CCN9C7C(C=CC9)(C(C(C8N6C)(C(=O)OC)O)OC(=O)C)CC)OC)C(=O)OC)O.OS(=O)(=O)O. Cell line: MDA-MB-231. Synergy scores: CSS=4.74, Synergy_ZIP=-4.67, Synergy_Bliss=-6.95, Synergy_Loewe=-3.13, Synergy_HSA=-2.80. (4) Drug 1: CCC1=C2CN3C(=CC4=C(C3=O)COC(=O)C4(CC)O)C2=NC5=C1C=C(C=C5)O. Drug 2: C1C(C(OC1N2C=NC(=NC2=O)N)CO)O. Cell line: MCF7. Synergy scores: CSS=8.26, Synergy_ZIP=-0.106, Synergy_Bliss=4.41, Synergy_Loewe=3.70, Synergy_HSA=5.31.